Dataset: Forward reaction prediction with 1.9M reactions from USPTO patents (1976-2016). Task: Predict the product of the given reaction. (1) Given the reactants [C:1]([O:5][C:6]([N:8]1[CH2:12][C@H:11]([NH:13][C:14]([O:16][C:17]([CH3:20])([CH3:19])[CH3:18])=[O:15])[CH2:10][C@H:9]1[CH2:21][C:22]#[CH:23])=[O:7])([CH3:4])([CH3:3])[CH3:2].[CH2:24]([O:26][C:27]([C:29]1[C:38](=[O:39])[C:37]2[C:32](=[C:33](OS(C(F)(F)F)(=O)=O)[C:34]([F:41])=[C:35]([F:40])[CH:36]=2)[N:31]([CH:50]2[CH2:52][CH2:51]2)[CH:30]=1)=[O:28])[CH3:25].C1(P(C2C=CC=CC=2)C2C=CC=CC=2)C=CC=CC=1.C(N(CC)C(C)C)(C)C, predict the reaction product. The product is: [CH2:24]([O:26][C:27]([C:29]1[C:38](=[O:39])[C:37]2[C:32](=[C:33]([C:23]#[C:22][CH2:21][C@@H:9]3[CH2:10][C@@H:11]([NH:13][C:14]([O:16][C:17]([CH3:20])([CH3:19])[CH3:18])=[O:15])[CH2:12][N:8]3[C:6]([O:5][C:1]([CH3:4])([CH3:3])[CH3:2])=[O:7])[C:34]([F:41])=[C:35]([F:40])[CH:36]=2)[N:31]([CH:50]2[CH2:51][CH2:52]2)[CH:30]=1)=[O:28])[CH3:25]. (2) Given the reactants S(Cl)(Cl)=O.[CH2:5]1C2NC3C(=CC=C(C(O)=O)C=3)C=2CCC1.[CH2:21]1[C:33]2[NH:32][C:31]3[CH:30]=[CH:29][CH:28]=[C:27]([C:34]([OH:36])=[O:35])[C:26]=3[C:25]=2[CH2:24][CH2:23][CH2:22]1, predict the reaction product. The product is: [CH2:21]1[C:33]2[NH:32][C:31]3[CH:30]=[CH:29][CH:28]=[C:27]([C:34]([O:36][CH3:5])=[O:35])[C:26]=3[C:25]=2[CH2:24][CH2:23][CH2:22]1. (3) Given the reactants C[O:2][C:3](=[O:36])[C:4]1[C:9]([NH:10][C:11](=[O:13])[CH3:12])=[CH:8][CH:7]=[C:6]([N:14]2[C:18]([CH3:19])=[CH:17][CH:16]=[C:15]2[C:20]2[CH:25]=[C:24]([Br:26])[CH:23]=[CH:22][C:21]=2[O:27][CH2:28][C:29]2[CH:34]=[CH:33][C:32]([F:35])=[CH:31][CH:30]=2)[CH:5]=1.[OH-].[Na+], predict the reaction product. The product is: [Br:26][C:24]1[CH:23]=[CH:22][C:21]([O:27][CH2:28][C:29]2[CH:30]=[CH:31][C:32]([F:35])=[CH:33][CH:34]=2)=[C:20]([C:15]2[N:14]([C:6]3[CH:5]=[C:4]([C:9]([NH:10][C:11](=[O:13])[CH3:12])=[CH:8][CH:7]=3)[C:3]([OH:36])=[O:2])[C:18]([CH3:19])=[CH:17][CH:16]=2)[CH:25]=1. (4) Given the reactants [O:1]1[CH2:6][CH2:5][CH2:4][CH2:3][CH:2]1[O:7][C:8]1[CH:13]=[CH:12][C:11]([Mg]Br)=[CH:10][CH:9]=1.[O:16]1[CH:20]=[C:19](C=O)[N:18]=[CH:17]1.C1C[O:26][CH2:25]C1, predict the reaction product. The product is: [O:16]1[C:20]([CH:25]([C:11]2[CH:12]=[CH:13][C:8]([O:7][CH:2]3[CH2:3][CH2:4][CH2:5][CH2:6][O:1]3)=[CH:9][CH:10]=2)[OH:26])=[CH:19][N:18]=[CH:17]1. (5) Given the reactants [CH:1]1([CH2:6][CH:7]([C:20]2[CH:25]=[CH:24][C:23]([S:26]([CH3:29])(=[O:28])=[O:27])=[CH:22][CH:21]=2)[C:8]([NH:10][CH2:11][C:12](=O)[C:13]2[CH:18]=[CH:17][CH:16]=[CH:15][N:14]=2)=O)[CH2:5][CH2:4][CH2:3][CH2:2]1.C([O-])(=O)C.[NH4+:34], predict the reaction product. The product is: [CH:1]1([CH2:6][CH:7]([C:8]2[NH:34][C:12]([C:13]3[CH:18]=[CH:17][CH:16]=[CH:15][N:14]=3)=[CH:11][N:10]=2)[C:20]2[CH:25]=[CH:24][C:23]([S:26]([CH3:29])(=[O:28])=[O:27])=[CH:22][CH:21]=2)[CH2:5][CH2:4][CH2:3][CH2:2]1. (6) The product is: [CH2:16]([O:15][SiH:14]([O:21][CH2:22][CH3:23])[O:18][CH2:19][CH3:20])[CH3:17].[O:30]1[C:24]2[CH:25]=[CH:26][CH:27]=[CH:28][C:13]=2[CH:12]=[CH:11][NH:10]1. Given the reactants C=O.S([O-])([O-])(=O)=O.[Na+].[Na+].[NH2:10][CH2:11][CH2:12][CH2:13][Si:14]([O:21][CH2:22][CH3:23])([O:18][CH2:19][CH3:20])[O:15][CH2:16][CH3:17].[C:24]1([OH:30])C=[CH:28][CH:27]=[CH:26][CH:25]=1, predict the reaction product. (7) Given the reactants [CH3:1][C@H:2]1[CH2:11][C@@H:10]([NH:12][C:13]2[CH:18]=[CH:17][CH:16]=[CH:15][CH:14]=2)[C:9]2[C:4](=[CH:5][CH:6]=[CH:7][CH:8]=2)[NH:3]1.Cl.[N:20]1[CH:25]=[CH:24][CH:23]=[CH:22][C:21]=1[C:26](Cl)=[O:27], predict the reaction product. The product is: [CH3:1][C@H:2]1[CH2:11][C@@H:10]([NH:12][C:13]2[CH:18]=[CH:17][CH:16]=[CH:15][CH:14]=2)[C:9]2[C:4](=[CH:5][CH:6]=[CH:7][CH:8]=2)[N:3]1[C:26]([C:21]1[CH:22]=[CH:23][CH:24]=[CH:25][N:20]=1)=[O:27].